From a dataset of HIV replication inhibition screening data with 41,000+ compounds from the AIDS Antiviral Screen. Binary Classification. Given a drug SMILES string, predict its activity (active/inactive) in a high-throughput screening assay against a specified biological target. The molecule is CCOC(=O)c1c(N)sc2c1C(C(=O)OCC)CC2. The result is 0 (inactive).